This data is from Full USPTO retrosynthesis dataset with 1.9M reactions from patents (1976-2016). The task is: Predict the reactants needed to synthesize the given product. (1) Given the product [Cl:6][C:7]1[CH:8]=[C:9]([C:17]2[S:21][C:20]([C:22]([OH:24])=[O:23])=[N:19][CH:18]=2)[CH:10]=[CH:11][C:12]=1[O:13][CH:14]([CH3:16])[CH3:15], predict the reactants needed to synthesize it. The reactants are: C([Li])CCC.[Cl:6][C:7]1[CH:8]=[C:9]([C:17]2[S:21][CH:20]=[N:19][CH:18]=2)[CH:10]=[CH:11][C:12]=1[O:13][CH:14]([CH3:16])[CH3:15].[C:22](=[O:24])=[O:23].CC(C)=O. (2) The reactants are: [CH2:1]([O:3][C:4]([C:6]1[CH:7]=[N:8][C:9]2[C:14]([C:15]=1O)=[N:13][C:12]([F:17])=[CH:11][CH:10]=2)=[O:5])[CH3:2].C(Cl)(=O)C([Cl:21])=O.CN(C)C=O.CC(C)=O. Given the product [CH2:1]([O:3][C:4]([C:6]1[CH:7]=[N:8][C:9]2[C:14]([C:15]=1[Cl:21])=[N:13][C:12]([F:17])=[CH:11][CH:10]=2)=[O:5])[CH3:2], predict the reactants needed to synthesize it. (3) Given the product [F:18][C:19]1[CH:20]=[CH:21][C:22]([C:38]2[CH2:37][CH2:36][N:33]([CH2:2][CH2:3][CH2:4][CH2:5][C:6]3[C:15]4[C:10](=[CH:11][CH:12]=[CH:13][CH:14]=4)[C:9](=[O:16])[NH:8][N:7]=3)[CH2:34][CH:35]=2)=[CH:23][CH:24]=1, predict the reactants needed to synthesize it. The reactants are: Br[CH2:2][CH2:3][CH2:4][CH2:5][C:6]1[C:15]2[C:10](=[CH:11][CH:12]=[CH:13][CH:14]=2)[C:9](=[O:16])[NH:8][N:7]=1.Cl.[F:18][C:19]1[CH:24]=[CH:23][C:22](N2CCC=CC2)=[CH:21][CH:20]=1.C([N:33]([CH2:36][CH3:37])[CH2:34][CH3:35])C.[CH3:38]N(C)C=O. (4) Given the product [CH3:18][O:19][C:20]1[CH:21]=[C:22]([N:32]([C:42]([O:43][C:7]2[CH:6]=[CH:36][CH:35]=[CH:34][CH:38]=2)=[O:33])[C:9](=[O:10])[O:11][C:12]2[CH:17]=[CH:16][CH:15]=[CH:14][CH:13]=2)[CH:23]=[CH:24][C:25]=1[N:26]1[CH:30]=[C:29]([CH3:31])[N:28]=[CH:27]1, predict the reactants needed to synthesize it. The reactants are: C(N([CH2:6][CH3:7])CC)C.Cl[C:9]([O:11][C:12]1[CH:17]=[CH:16][CH:15]=[CH:14][CH:13]=1)=[O:10].[CH3:18][O:19][C:20]1[CH:21]=[C:22]([NH2:32])[CH:23]=[CH:24][C:25]=1[N:26]1[CH:30]=[C:29]([CH3:31])[N:28]=[CH:27]1.[OH2:33].[CH2:34]1[CH2:38]O[CH2:36][CH2:35]1.CN([CH:42]=[O:43])C. (5) The reactants are: [CH2:1]([O:3][C:4](=[O:25])[CH2:5][C:6]([N:8]1[CH2:14][CH2:13][CH2:12][N:11](C(OCC2C=CC=CC=2)=O)[CH2:10][CH2:9]1)=[O:7])[CH3:2].[H][H]. Given the product [N:8]1([C:6](=[O:7])[CH2:5][C:4]([O:3][CH2:1][CH3:2])=[O:25])[CH2:14][CH2:13][CH2:12][NH:11][CH2:10][CH2:9]1, predict the reactants needed to synthesize it. (6) Given the product [CH3:23][O:24][C:25]1[CH:26]=[C:27]([CH2:33][CH2:34][C@H:35]([C:37]2[CH:51]=[CH:50][CH:49]=[CH:48][C:38]=2[O:39][CH2:40][C:41]([O:43][C:44]([CH3:45])([CH3:46])[CH3:47])=[O:42])[OH:36])[CH:28]=[CH:29][C:30]=1[O:31][CH3:32], predict the reactants needed to synthesize it. The reactants are: B(Cl)([C@@H]1[C@@H](C)[C@@H]2C(C)(C)[C@@H](C2)C1)[C@@H]1[C@@H](C)[C@@H]2C(C)(C)[C@@H](C2)C1.[CH3:23][O:24][C:25]1[CH:26]=[C:27]([CH2:33][CH2:34][C:35]([C:37]2[CH:51]=[CH:50][CH:49]=[CH:48][C:38]=2[O:39][CH2:40][C:41]([O:43][C:44]([CH3:47])([CH3:46])[CH3:45])=[O:42])=[O:36])[CH:28]=[CH:29][C:30]=1[O:31][CH3:32].N(CCO)CCO. (7) Given the product [F:48][C:36]1[CH:37]=[C:38]([N:41]2[CH:46]=[CH:45][CH:44]=[CH:43][C:42]2=[O:47])[CH:39]=[CH:40][C:35]=1[NH:34][C:33]([N:8]1[CH2:12][CH2:11][CH2:10][CH:9]1[CH2:13][NH:14][C:15]([C:17]1[S:18][C:19]([Cl:22])=[CH:20][CH:21]=1)=[O:16])=[O:32], predict the reactants needed to synthesize it. The reactants are: FC(F)(F)C(O)=O.[NH:8]1[CH2:12][CH2:11][CH2:10][CH:9]1[CH2:13][NH:14][C:15]([C:17]1[S:18][C:19]([Cl:22])=[CH:20][CH:21]=1)=[O:16].[N+](C1C=CC([O:32][C:33](=O)[NH:34][C:35]2[CH:40]=[CH:39][C:38]([N:41]3[CH:46]=[CH:45][CH:44]=[CH:43][C:42]3=[O:47])=[CH:37][C:36]=2[F:48])=CC=1)([O-])=O.